Dataset: Full USPTO retrosynthesis dataset with 1.9M reactions from patents (1976-2016). Task: Predict the reactants needed to synthesize the given product. (1) Given the product [OH:1][C:2]1[C:3](=[O:17])[NH:4][C:5](=[O:16])[N:6]([CH2:8][C:9]2[C:10]3[C:15](=[CH:14][CH:13]=[CH:12][CH:11]=3)[CH:25]=[CH:24][CH:26]=2)[N:7]=1, predict the reactants needed to synthesize it. The reactants are: [OH:1][C:2]1[C:3](=[O:17])[NH:4][C:5](=[O:16])[N:6]([CH2:8][CH2:9][C:10]2[CH:15]=[CH:14][CH:13]=[CH:12][CH:11]=2)[N:7]=1.CO.C(O[CH2:24][CH3:25])(=O)C.[C:26](O)(=O)C. (2) Given the product [Cl:9][C:7]1[CH:8]=[C:3]([CH2:2][O:18][CH2:19][C:20]2([C:33]3[CH:34]=[CH:35][CH:36]=[CH:37][CH:38]=3)[CH2:25][CH2:24][N:23]([C:26]([O:28][C:29]([CH3:31])([CH3:32])[CH3:30])=[O:27])[CH2:22][CH2:21]2)[CH:4]=[C:5]([C:10]2[CH:15]=[CH:14][C:13]([C:16]#[N:17])=[CH:12][CH:11]=2)[CH:6]=1, predict the reactants needed to synthesize it. The reactants are: Br[CH2:2][C:3]1[CH:4]=[C:5]([C:10]2[CH:15]=[CH:14][C:13]([C:16]#[N:17])=[CH:12][CH:11]=2)[CH:6]=[C:7]([Cl:9])[CH:8]=1.[OH:18][CH2:19][C:20]1([C:33]2[CH:38]=[CH:37][CH:36]=[CH:35][CH:34]=2)[CH2:25][CH2:24][N:23]([C:26]([O:28][C:29]([CH3:32])([CH3:31])[CH3:30])=[O:27])[CH2:22][CH2:21]1.[H-].[Na+]. (3) Given the product [OH:2][C:3]1[CH:4]=[CH:5][C:6]([C:9]2[O:10][C:11]([CH3:29])=[C:12]([C:14]([N:16]([CH2:24][C:25]([OH:27])=[O:26])[CH2:17][C:18]3[CH:23]=[CH:22][CH:21]=[CH:20][N:19]=3)=[O:15])[N:13]=2)=[CH:7][CH:8]=1, predict the reactants needed to synthesize it. The reactants are: C[O:2][C:3]1[CH:8]=[CH:7][C:6]([C:9]2[O:10][C:11]([CH3:29])=[C:12]([C:14]([N:16]([CH2:24][C:25]([O:27]C)=[O:26])[CH2:17][C:18]3[CH:23]=[CH:22][CH:21]=[CH:20][N:19]=3)=[O:15])[N:13]=2)=[CH:5][CH:4]=1.B(Br)(Br)Br. (4) Given the product [Br:1][C:2]1[CH:3]=[C:4]2[C:9](=[CH:10][CH:11]=1)[N:8]=[C:7]([S:12][CH3:20])[N:6]([C:13]1[CH:18]=[CH:17][CH:16]=[CH:15][CH:14]=1)[C:5]2=[O:19], predict the reactants needed to synthesize it. The reactants are: [Br:1][C:2]1[CH:3]=[C:4]2[C:9](=[CH:10][CH:11]=1)[NH:8][C:7](=[S:12])[N:6]([C:13]1[CH:18]=[CH:17][CH:16]=[CH:15][CH:14]=1)[C:5]2=[O:19].[C:20]([O-])([O-])=O.[K+].[K+].CI. (5) Given the product [CH2:10]([O:17][C:18]1[CH:23]=[CH:22][C:21]([NH:24][C:25](=[O:31])[C:26]([NH:9][CH2:1][CH2:2][C:3]2[CH:8]=[CH:7][CH:6]=[CH:5][CH:4]=2)=[O:27])=[CH:20][C:19]=1[F:32])[C:11]1[CH:12]=[CH:13][CH:14]=[CH:15][CH:16]=1, predict the reactants needed to synthesize it. The reactants are: [CH2:1]([NH2:9])[CH2:2][C:3]1[CH:8]=[CH:7][CH:6]=[CH:5][CH:4]=1.[CH2:10]([O:17][C:18]1[CH:23]=[CH:22][C:21]([NH:24][C:25](=[O:31])[C:26](OCC)=[O:27])=[CH:20][C:19]=1[F:32])[C:11]1[CH:16]=[CH:15][CH:14]=[CH:13][CH:12]=1. (6) The reactants are: C(OC([N:8]1[CH2:31][CH2:30][CH2:29][C@H:9]1[C:10]([NH:12][CH2:13][C:14]1[CH:19]=[C:18]([C:20]([F:23])([F:22])[F:21])[CH:17]=[CH:16][C:15]=1[N:24]1[CH:28]=[N:27][N:26]=[N:25]1)=[O:11])=O)(C)(C)C.[ClH:32]. Given the product [Cl:32][C:18]1[CH:17]=[CH:16][C:15]([N:24]2[CH:28]=[N:27][N:26]=[N:25]2)=[C:14]([CH:19]=1)[CH2:13][NH:12][C:10](=[O:11])[C@@H:9]1[CH2:29][CH2:30][CH2:31][NH:8]1.[N:24]1([C:15]2[CH:16]=[CH:17][C:18]([C:20]([F:23])([F:21])[F:22])=[CH:19][C:14]=2[CH2:13][NH:12][C:10](=[O:11])[C@@H:9]2[CH2:29][CH2:30][CH2:31][NH:8]2)[CH:28]=[N:27][N:26]=[N:25]1, predict the reactants needed to synthesize it.